Dataset: Full USPTO retrosynthesis dataset with 1.9M reactions from patents (1976-2016). Task: Predict the reactants needed to synthesize the given product. (1) The reactants are: [Cl:1][C:2]1[CH:7]=[CH:6][C:5]([N:8]2[C:12]([S:13][CH3:14])=[C:11]([C:15]([OH:17])=O)[N:10]=[C:9]2[C:18]2[CH:23]=[CH:22][C:21]([Cl:24])=[CH:20][C:19]=2[Cl:25])=[CH:4][CH:3]=1.C(N(CC)C(C)C)(C)C.F[P-](F)(F)(F)(F)F.N1(OC(N(C)C)=[N+](C)C)[C:46]2[CH:47]=[CH:48][CH:49]=C[C:45]=2[N:44]=[N:43]1.NN1CCCCC1. Given the product [Cl:1][C:2]1[CH:7]=[CH:6][C:5]([N:8]2[C:12]([S:13][CH3:14])=[C:11]([C:15]([NH:43][N:44]3[CH2:49][CH2:48][CH2:47][CH2:46][CH2:45]3)=[O:17])[N:10]=[C:9]2[C:18]2[CH:23]=[CH:22][C:21]([Cl:24])=[CH:20][C:19]=2[Cl:25])=[CH:4][CH:3]=1, predict the reactants needed to synthesize it. (2) Given the product [Cl:1][C:2]1[CH:3]=[CH:4][C:5]2[N:6]([CH:8]=[C:9]([NH:11][C:12](=[O:13])[C:14]3[CH:15]=[CH:16][C:17]([C:20]([CH3:25])([CH3:24])[C:21]([NH:27][OH:28])=[O:23])=[CH:18][CH:19]=3)[N:10]=2)[CH:7]=1, predict the reactants needed to synthesize it. The reactants are: [Cl:1][C:2]1[CH:3]=[CH:4][C:5]2[N:6]([CH:8]=[C:9]([NH:11][C:12]([C:14]3[CH:19]=[CH:18][C:17]([C:20]([CH3:25])([CH3:24])[C:21]([OH:23])=O)=[CH:16][CH:15]=3)=[O:13])[N:10]=2)[CH:7]=1.Cl.[NH2:27][OH:28]. (3) Given the product [CH3:14][C:13]([C:11]1[S:12][C:8]([C:6]2[CH:5]=[CH:4][N:3]=[C:2]([CH3:25])[N:7]=2)=[C:9]([C:17]2[C:18]([F:24])=[C:19]([CH:21]=[CH:22][CH:23]=2)[NH2:20])[N:10]=1)([CH3:16])[CH3:15], predict the reactants needed to synthesize it. The reactants are: Cl[C:2]1[N:7]=[C:6]([C:8]2[S:12][C:11]([C:13]([CH3:16])([CH3:15])[CH3:14])=[N:10][C:9]=2[C:17]2[C:18]([F:24])=[C:19]([CH:21]=[CH:22][CH:23]=2)[NH2:20])[CH:5]=[CH:4][N:3]=1.[CH3:25][Zn]C. (4) Given the product [NH2:1][C@H:2]([C:10]([OH:12])=[O:11])[CH:3]([CH3:14])[CH3:4].[NH2:22][C@H:23]([C:30]([OH:32])=[O:31])[CH2:24][CH:25]([CH3:34])[CH3:26], predict the reactants needed to synthesize it. The reactants are: [NH2:1][C@H:2]([C:10]([OH:12])=[O:11])[CH2:3][CH2:4]CNC(=N)N.N[C@H:14](C(O)=O)CC(O)=O.[NH2:22][C@H:23]([C:30]([OH:32])=[O:31])[CH2:24][C:25]1N=CN[CH:26]=1.N[CH2:34]C(O)=O. (5) Given the product [NH2:5][C:6]1[O:10][C:9]([C:11]([OH:13])([CH2:1][CH3:2])[CH2:16][CH3:17])=[N:8][N:7]=1, predict the reactants needed to synthesize it. The reactants are: [CH2:1]([Mg]Br)[CH3:2].[NH2:5][C:6]1[O:10][C:9]([C:11]([O:13]CC)=O)=[N:8][N:7]=1.[CH2:16]1COC[CH2:17]1. (6) Given the product [N+:22]([C:25]1[CH:26]=[CH:27][C:28]([C:29]([O:15][CH2:1][CH2:2][CH2:3][CH2:4][CH2:5][CH2:6][CH2:7][CH2:8][CH2:9][CH2:10][CH2:11][CH2:12][CH2:13][CH3:14])=[O:30])=[CH:32][CH:33]=1)([O-:24])=[O:23], predict the reactants needed to synthesize it. The reactants are: [CH2:1]([OH:15])[CH2:2][CH2:3][CH2:4][CH2:5][CH2:6][CH2:7][CH2:8][CH2:9][CH2:10][CH2:11][CH2:12][CH2:13][CH3:14].N1C=CC=CC=1.[N+:22]([C:25]1[CH:33]=[CH:32][C:28]([C:29](Cl)=[O:30])=[CH:27][CH:26]=1)([O-:24])=[O:23].